Dataset: Peptide-MHC class II binding affinity with 134,281 pairs from IEDB. Task: Regression. Given a peptide amino acid sequence and an MHC pseudo amino acid sequence, predict their binding affinity value. This is MHC class II binding data. (1) The MHC is DRB1_1301 with pseudo-sequence DRB1_1301. The binding affinity (normalized) is 0.744. The peptide sequence is QYVIRAQLHVGAKQE. (2) The peptide sequence is NMNIKLKMPLYVAGH. The MHC is DRB1_1101 with pseudo-sequence DRB1_1101. The binding affinity (normalized) is 0.576. (3) The peptide sequence is TSLYVRASGRVTVST. The MHC is DRB4_0101 with pseudo-sequence DRB4_0103. The binding affinity (normalized) is 0.168. (4) The peptide sequence is KKWRDVPYLTKRQDK. The MHC is DRB1_0701 with pseudo-sequence DRB1_0701. The binding affinity (normalized) is 0.207. (5) The peptide sequence is RQLIKTDISMSMPKF. The MHC is DRB1_1201 with pseudo-sequence DRB1_1201. The binding affinity (normalized) is 0.444. (6) The peptide sequence is ESARIYQILAIYSTVASTLV. The MHC is DRB1_1501 with pseudo-sequence DRB1_1501. The binding affinity (normalized) is 0.957.